Task: Predict the reaction yield, written as a fraction of the theoretical maximum amount of product (1.0 means a 100% yield; for example, 0.34 means a 34% yield).. Dataset: Reaction yield outcomes from USPTO patents with 853,638 reactions (1) The reactants are [N:1]1[CH:6]=[CH:5][C:4](B(O)O)=[CH:3][CH:2]=1.Cl[C:11]1[C:16]([N+:17]([O-:19])=[O:18])=[C:15]([NH2:20])[CH:14]=[CH:13][N:12]=1.C([O-])([O-])=O.[Na+].[Na+].CCOC(C)=O. The catalyst is O1CCOCC1.O.C1C=CC(P(C2C=CC=CC=2)[C-]2C=CC=C2)=CC=1.C1C=CC(P(C2C=CC=CC=2)[C-]2C=CC=C2)=CC=1.Cl[Pd]Cl.[Fe+2]. The product is [N+:17]([C:16]1[C:11]([C:4]2[CH:5]=[CH:6][N:1]=[CH:2][CH:3]=2)=[N:12][CH:13]=[CH:14][C:15]=1[NH2:20])([O-:19])=[O:18]. The yield is 0.546. (2) The reactants are [Cl:1][C:2]1[CH:3]=[C:4]([C:8]2([CH:14]([C:16]3[CH:21]=[CH:20][C:19]([O:22][CH:23]([F:25])[F:24])=[C:18]([CH3:26])[CH:17]=3)[OH:15])SCCCS2)[CH:5]=[CH:6][CH:7]=1.C([OH:31])(C)(C)C.CC(OI1(OC(C)=O)(OC(C)=O)OC(=O)C2C=CC=CC1=2)=O.S([O-])([O-])(=O)=S.[Na+].[Na+]. The catalyst is ClCCl. The product is [Cl:1][C:2]1[CH:3]=[C:4]([C:8](=[O:31])[C:14]([C:16]2[CH:21]=[CH:20][C:19]([O:22][CH:23]([F:25])[F:24])=[C:18]([CH3:26])[CH:17]=2)=[O:15])[CH:5]=[CH:6][CH:7]=1. The yield is 0.660. (3) The reactants are Cl[C:2]1[CH:7]=[C:6](/[CH:8]=[CH:9]/[CH:10]([C:15]2[CH:20]=[C:19]([Cl:21])[CH:18]=[C:17]([Cl:22])[CH:16]=2)[C:11]([F:14])([F:13])[F:12])[CH:5]=[CH:4][C:3]=1[CH2:23][NH2:24].[C:25](OC(=O)C)(=[O:27])[CH3:26]. The catalyst is C(Cl)Cl.O. The product is [Cl:22][C:17]1[CH:16]=[C:15]([CH:10]([C:11]([F:14])([F:12])[F:13])/[CH:9]=[CH:8]/[C:6]2[CH:7]=[CH:2][C:3]([CH2:23][NH:24][C:25](=[O:27])[CH3:26])=[CH:4][CH:5]=2)[CH:20]=[C:19]([Cl:21])[CH:18]=1. The yield is 0.600. (4) The reactants are [CH2:1]1[CH:5]2[CH2:6][NH:7][CH2:8][CH:4]2[CH2:3][N:2]1[C:9]1[N:14]=[C:13]([C:15]([F:18])([F:17])[F:16])[N:12]=[C:11]([N:19]([CH3:21])[CH3:20])[CH:10]=1.[N:22]1[N:23]([C:27]2[CH:35]=[CH:34][CH:33]=[CH:32][C:28]=2[C:29](O)=[O:30])[N:24]=[CH:25][CH:26]=1.CN(C(ON1N=NC2C=CC=NC1=2)=[N+](C)C)C.F[P-](F)(F)(F)(F)F.CCN(C(C)C)C(C)C. The catalyst is CN(C=O)C.C(OCC)(=O)C. The product is [CH3:20][N:19]([CH3:21])[C:11]1[CH:10]=[C:9]([N:2]2[CH2:3][CH:4]3[CH:5]([CH2:6][N:7]([C:29]([C:28]4[CH:32]=[CH:33][CH:34]=[CH:35][C:27]=4[N:23]4[N:24]=[CH:25][CH:26]=[N:22]4)=[O:30])[CH2:8]3)[CH2:1]2)[N:14]=[C:13]([C:15]([F:18])([F:17])[F:16])[N:12]=1. The yield is 0.434.